From a dataset of Reaction yield outcomes from USPTO patents with 853,638 reactions. Predict the reaction yield, written as a fraction of the theoretical maximum amount of product (1.0 means a 100% yield; for example, 0.34 means a 34% yield). (1) The reactants are [Br:1][C:2]1[CH:3]=[C:4]2[N:9]([CH:10]=1)[N:8]=[CH:7][N:6]=[C:5]2[N:11]1[CH2:14][CH:13]([C:15]([O:17]C)=[O:16])[CH2:12]1.[OH-].[Na+]. The catalyst is CO.O. The product is [Br:1][C:2]1[CH:3]=[C:4]2[N:9]([CH:10]=1)[N:8]=[CH:7][N:6]=[C:5]2[N:11]1[CH2:14][CH:13]([C:15]([OH:17])=[O:16])[CH2:12]1. The yield is 0.916. (2) The reactants are [CH2:1]([O:3][C:4]([CH:6]1[CH2:11][N:10]([CH:12]([C:19]2[CH:24]=[CH:23][CH:22]=[CH:21][CH:20]=2)[C:13]2[CH:18]=[CH:17][CH:16]=[CH:15][CH:14]=2)[CH2:9][CH2:8][NH:7]1)=[O:5])[CH3:2].[C:25]1([CH:31]([C:36]2[CH:41]=[CH:40][CH:39]=[CH:38][CH:37]=2)[CH2:32][C:33](O)=[O:34])[CH:30]=[CH:29][CH:28]=[CH:27][CH:26]=1.C(Cl)CCl. The catalyst is C(Cl)Cl.CN(C1C=CN=CC=1)C. The product is [CH2:1]([O:3][C:4]([CH:6]1[CH2:11][N:10]([CH:12]([C:19]2[CH:24]=[CH:23][CH:22]=[CH:21][CH:20]=2)[C:13]2[CH:14]=[CH:15][CH:16]=[CH:17][CH:18]=2)[CH2:9][CH2:8][N:7]1[C:33](=[O:34])[CH2:32][CH:31]([C:25]1[CH:30]=[CH:29][CH:28]=[CH:27][CH:26]=1)[C:36]1[CH:41]=[CH:40][CH:39]=[CH:38][CH:37]=1)=[O:5])[CH3:2]. The yield is 0.730. (3) The reactants are [O-]CC.[Na+].[C:5]([CH2:7][C:8](OCC)=[O:9])#[N:6].[F:13][C:14]([F:27])([F:26])[O:15][C:16]1[CH:17]=[C:18]([NH:22][C:23]([NH2:25])=[S:24])[CH:19]=[CH:20][CH:21]=1.S(=O)(=O)(O)O. The catalyst is C(O)C.O. The product is [NH2:6][C:5]1[N:22]([C:18]2[CH:19]=[CH:20][CH:21]=[C:16]([O:15][C:14]([F:26])([F:13])[F:27])[CH:17]=2)[C:23](=[S:24])[NH:25][C:8](=[O:9])[CH:7]=1. The yield is 0.820. (4) The reactants are [Cl:1][C:2]1[C:10]([O:11][CH3:12])=[CH:9][C:5]([C:6]([OH:8])=O)=[CH:4][C:3]=1[CH2:13][O:14][C:15]1[CH:16]=[N:17][C:18]([NH:21][C:22]2[CH:27]=[CH:26][C:25]([N:28]3[CH2:33][C@@H:32]([CH3:34])[NH:31][C@@H:30]([CH3:35])[CH2:29]3)=[CH:24][CH:23]=2)=[N:19][CH:20]=1.Cl.CN.[CH3:39][N:40](C(ON1N=NC2C=CC=NC1=2)=[N+](C)C)C.F[P-](F)(F)(F)(F)F.CCN(C(C)C)C(C)C. The catalyst is CN(C=O)C. The product is [Cl:1][C:2]1[C:10]([O:11][CH3:12])=[CH:9][C:5]([C:6]([NH:40][CH3:39])=[O:8])=[CH:4][C:3]=1[CH2:13][O:14][C:15]1[CH:16]=[N:17][C:18]([NH:21][C:22]2[CH:27]=[CH:26][C:25]([N:28]3[CH2:33][C@@H:32]([CH3:34])[NH:31][C@@H:30]([CH3:35])[CH2:29]3)=[CH:24][CH:23]=2)=[N:19][CH:20]=1. The yield is 0.640. (5) The reactants are [NH2:1][C:2]1[CH:19]=[CH:18][C:5]([O:6][C:7]2[C:12]3[N:13]=[CH:14][C:15](=[O:17])[NH:16][C:11]=3[N:10]=[CH:9][CH:8]=2)=[CH:4][C:3]=1[S:20][CH3:21].[C:22]([C:26]1[CH:30]=[C:29]([N:31]=[C:32]=[O:33])[N:28]([C:34]2[CH:35]=[CH:36][C:37]([O:40][CH3:41])=[N:38][CH:39]=2)[N:27]=1)([CH3:25])([CH3:24])[CH3:23]. No catalyst specified. The product is [C:22]([C:26]1[CH:30]=[C:29]([NH:31][C:32]([NH:1][C:2]2[CH:19]=[CH:18][C:5]([O:6][C:7]3[C:12]4[N:13]=[CH:14][C:15](=[O:17])[NH:16][C:11]=4[N:10]=[CH:9][CH:8]=3)=[CH:4][C:3]=2[S:20][CH3:21])=[O:33])[N:28]([C:34]2[CH:39]=[N:38][C:37]([O:40][CH3:41])=[CH:36][CH:35]=2)[N:27]=1)([CH3:25])([CH3:23])[CH3:24]. The yield is 0.530.